This data is from Catalyst prediction with 721,799 reactions and 888 catalyst types from USPTO. The task is: Predict which catalyst facilitates the given reaction. (1) Reactant: [F:1][C@H:2]1[CH2:6][CH2:5][NH:4][CH2:3]1.C(N(CC)CC)C.[CH:14]1([C:17]2[N:22]=[C:21]([C:23]3[NH:40][C:26]4=[N:27][C:28]([N:31]5[CH2:36][CH2:35][CH2:34][C@@H:33]([C:37](O)=[O:38])[CH2:32]5)=[CH:29][CH:30]=[C:25]4[N:24]=3)[CH:20]=[CH:19][N:18]=2)[CH2:16][CH2:15]1.F[P-](F)(F)(F)(F)F.N1(OC(N(C)C)=[N+](C)C)C2N=CC=CC=2N=N1. Product: [CH:14]1([C:17]2[N:22]=[C:21]([C:23]3[NH:40][C:26]4=[N:27][C:28]([N:31]5[CH2:36][CH2:35][CH2:34][C@@H:33]([C:37]([N:4]6[CH2:5][CH2:6][C@H:2]([F:1])[CH2:3]6)=[O:38])[CH2:32]5)=[CH:29][CH:30]=[C:25]4[N:24]=3)[CH:20]=[CH:19][N:18]=2)[CH2:15][CH2:16]1. The catalyst class is: 9. (2) The catalyst class is: 11. Product: [Cl:1][C:2]1[C:7]([CH3:8])=[CH:6][N:5]=[C:4]([CH2:10][OH:14])[C:3]=1[CH3:11]. Reactant: [Cl:1][C:2]1[C:7]([CH3:8])=[CH:6][N+:5]([O-])=[C:4]([CH3:10])[C:3]=1[CH3:11].C(OC(=O)C)(=[O:14])C. (3) Reactant: O[Li].O.C([O:6][C:7](=[O:25])[CH2:8][C:9]([N:11]([C:13]1[CH:18]=[CH:17][C:16]([C:19]2[CH:24]=[CH:23][CH:22]=[CH:21][CH:20]=2)=[CH:15][CH:14]=1)[CH3:12])=[O:10])C.C1COCC1.Cl. Product: [C:16]1([C:19]2[CH:20]=[CH:21][CH:22]=[CH:23][CH:24]=2)[CH:17]=[CH:18][C:13]([N:11]([CH3:12])[C:9](=[O:10])[CH2:8][C:7]([OH:25])=[O:6])=[CH:14][CH:15]=1. The catalyst class is: 24. (4) Reactant: [Cl:1][C:2]1[CH:3]=[CH:4][C:5]([NH:26][C:27]2[CH:28]=[C:29]([NH:33][C:34]([C:36]3[CH:41]=[CH:40][C:39]([NH:42]C(=O)OC(C)(C)C)=[CH:38][CH:37]=3)=[O:35])[CH:30]=[CH:31][CH:32]=2)=[N:6][C:7]=1[C:8]1[C:16]2[C:11](=[CH:12][CH:13]=[CH:14][CH:15]=2)[N:10]([S:17]([C:20]2[CH:25]=[CH:24][CH:23]=[CH:22][CH:21]=2)(=[O:19])=[O:18])[CH:9]=1.C(O)(C(F)(F)F)=O. Product: [NH2:42][C:39]1[CH:40]=[CH:41][C:36]([C:34]([NH:33][C:29]2[CH:30]=[CH:31][CH:32]=[C:27]([NH:26][C:5]3[CH:4]=[CH:3][C:2]([Cl:1])=[C:7]([C:8]4[C:16]5[C:11](=[CH:12][CH:13]=[CH:14][CH:15]=5)[N:10]([S:17]([C:20]5[CH:21]=[CH:22][CH:23]=[CH:24][CH:25]=5)(=[O:19])=[O:18])[CH:9]=4)[N:6]=3)[CH:28]=2)=[O:35])=[CH:37][CH:38]=1. The catalyst class is: 2. (5) Reactant: [CH3:1][O:2][C:3]1[CH:8]=[C:7]([CH:9]=[CH:10][C:11]2[CH:16]=[CH:15][C:14]([N+:17]([O-])=O)=[CH:13][CH:12]=2)[CH:6]=[C:5]([O:20][CH3:21])[C:4]=1[O:22][CH3:23]. Product: [CH3:21][O:20][C:5]1[CH:6]=[C:7]([CH2:9][CH2:10][C:11]2[CH:12]=[CH:13][C:14]([NH2:17])=[CH:15][CH:16]=2)[CH:8]=[C:3]([O:2][CH3:1])[C:4]=1[O:22][CH3:23]. The catalyst class is: 446.